The task is: Predict the product of the given reaction.. This data is from Forward reaction prediction with 1.9M reactions from USPTO patents (1976-2016). (1) Given the reactants [Br:1][C:2]1[N:3]=[C:4]([NH:15][C@H:16]2[CH2:21][CH2:20][C@H:19]([O:22][CH3:23])[CH2:18][CH2:17]2)[C:5]([NH:8][CH2:9][C:10](OCC)=[O:11])=[N:6][CH:7]=1.O.P(=O)(O)(O)O, predict the reaction product. The product is: [Br:1][C:2]1[N:3]=[C:4]2[N:15]([C@H:16]3[CH2:21][CH2:20][C@H:19]([O:22][CH3:23])[CH2:18][CH2:17]3)[C:10](=[O:11])[CH2:9][NH:8][C:5]2=[N:6][CH:7]=1. (2) Given the reactants [H-].[Na+].[CH3:3][N:4]1[C:11](=[O:12])[CH2:10][NH:9][C:8](=[O:13])[C:5]21[CH2:7][CH2:6]2.[CH2:14](Br)[C:15]1[CH:20]=[CH:19][CH:18]=[CH:17][CH:16]=1, predict the reaction product. The product is: [CH3:3][N:4]1[C:11](=[O:12])[CH2:10][N:9]([CH2:14][C:15]2[CH:20]=[CH:19][CH:18]=[CH:17][CH:16]=2)[C:8](=[O:13])[C:5]21[CH2:7][CH2:6]2. (3) Given the reactants [Cl:1][C:2]1[N:3]([CH2:16][C:17]#[N:18])[C:4]2[C:9]([C:10]=1[S:11]([CH3:14])(=[O:13])=[O:12])=[CH:8][C:7]([Cl:15])=[CH:6][CH:5]=2.[CH2:19]([OH:21])[CH3:20], predict the reaction product. The product is: [ClH:1].[CH2:19]([O:21][C:17](=[NH:18])[CH2:16][N:3]1[C:4]2[C:9](=[CH:8][C:7]([Cl:15])=[CH:6][CH:5]=2)[C:10]([S:11]([CH3:14])(=[O:13])=[O:12])=[C:2]1[Cl:1])[CH3:20]. (4) Given the reactants [Cl:1][C:2]1[CH:3]=[CH:4][C:5]([O:15][CH2:16][C:17]2[CH:22]=[CH:21][CH:20]=[CH:19][CH:18]=2)=[C:6]([C:8](=O)[CH2:9][CH2:10][C:11](=O)[CH3:12])[CH:7]=1.[NH2:23][C:24]1[CH:25]=[CH:26][C:27]([CH3:33])=[C:28]([CH:32]=1)[C:29]([OH:31])=[O:30].[CH3:34]C1C=CC(S(O)(=O)=O)=CC=1, predict the reaction product. The product is: [CH3:34][O:30][C:29](=[O:31])[C:28]1[C:27]([CH3:33])=[CH:26][CH:25]=[C:24]([N:23]2[C:11]([CH3:12])=[CH:10][CH:9]=[C:8]2[C:6]2[CH:7]=[C:2]([Cl:1])[CH:3]=[CH:4][C:5]=2[O:15][CH2:16][C:17]2[CH:22]=[CH:21][CH:20]=[CH:19][CH:18]=2)[CH:32]=1. (5) Given the reactants [Br:1][C:2]1[CH:10]=[C:9]2[C:5]([C:6]([CH3:11])=[N:7][NH:8]2)=[C:4]([F:12])[CH:3]=1.[O:13]1[CH:18]=[CH:17][CH2:16][CH2:15][CH2:14]1.C1(C)C=CC(S(O)(=O)=O)=CC=1, predict the reaction product. The product is: [Br:1][C:2]1[CH:10]=[C:9]2[C:5]([C:6]([CH3:11])=[N:7][N:8]2[CH:14]2[CH2:15][CH2:16][CH2:17][CH2:18][O:13]2)=[C:4]([F:12])[CH:3]=1. (6) Given the reactants [CH3:1][Li].[CH3:3][O:4][C:5](=[O:18])/[C:6](/[C:16]#[N:17])=[C:7](\[C:9]1[CH:14]=[CH:13][CH:12]=[C:11]([Br:15])[CH:10]=1)/[CH3:8], predict the reaction product. The product is: [CH3:3][O:4][C:5](=[O:18])[CH:6]([C:16]#[N:17])[C:7]([C:9]1[CH:14]=[CH:13][CH:12]=[C:11]([Br:15])[CH:10]=1)([CH3:1])[CH3:8]. (7) The product is: [Si:21]([O:12][C@H:9]1[CH2:10][CH2:11][C@H:6]([OH:13])[CH2:7][CH2:8]1)([C:24]([CH3:27])([CH3:26])[CH3:25])([CH3:23])[CH3:22]. Given the reactants CN(C=O)C.[C@H:6]1([OH:13])[CH2:11][CH2:10][C@H:9]([OH:12])[CH2:8][CH2:7]1.C(N(CC)CC)C.[Si:21](Cl)([C:24]([CH3:27])([CH3:26])[CH3:25])([CH3:23])[CH3:22], predict the reaction product. (8) Given the reactants [Cl:1][C:2]1[CH:7]=[C:6]([Cl:8])[CH:5]=[CH:4][C:3]=1[CH2:9][CH2:10][NH:11][C:12]1[N:17]=[C:16]([O:18][CH3:19])[N:15]=[C:14]([C:20]2[CH:21]=[C:22]([OH:26])[CH:23]=[CH:24][CH:25]=2)[CH:13]=1.Br[C:28]([CH3:35])([CH3:34])[C:29]([O:31][CH2:32][CH3:33])=[O:30], predict the reaction product. The product is: [CH2:32]([O:31][C:29](=[O:30])[C:28]([O:26][C:22]1[CH:23]=[CH:24][CH:25]=[C:20]([C:14]2[CH:13]=[C:12]([NH:11][CH2:10][CH2:9][C:3]3[CH:4]=[CH:5][C:6]([Cl:8])=[CH:7][C:2]=3[Cl:1])[N:17]=[C:16]([O:18][CH3:19])[N:15]=2)[CH:21]=1)([CH3:35])[CH3:34])[CH3:33].